This data is from Reaction yield outcomes from USPTO patents with 853,638 reactions. The task is: Predict the reaction yield, written as a fraction of the theoretical maximum amount of product (1.0 means a 100% yield; for example, 0.34 means a 34% yield). (1) The product is [F:30][C:24]1[CH:25]=[C:26]([F:29])[CH:27]=[CH:28][C:23]=1[C:7](=[O:15])[CH2:8][C:9]1[CH:14]=[CH:13][CH:12]=[CH:11][CH:10]=1. The reactants are C1(C2C=CC=CC=2)C=CC([C:7](=[O:15])[CH2:8][C:9]2[CH:14]=[CH:13][CH:12]=[CH:11][CH:10]=2)=CC=1.Br[C:23]1[CH:28]=[CH:27][C:26]([F:29])=[CH:25][C:24]=1[F:30]. No catalyst specified. The yield is 0.190. (2) The reactants are Br[C:2]1[CH:7]=[CH:6][C:5]([S:8]([N:11]2[CH2:19][CH2:18][CH2:17][C@H:12]2[C:13]([O:15][CH3:16])=[O:14])(=[O:10])=[O:9])=[CH:4][CH:3]=1.[N+:20]([C:23]1[CH:28]=[CH:27][C:26](B(O)O)=[CH:25][CH:24]=1)([O-:22])=[O:21].C1(C)C=CC=CC=1.C(=O)(O)[O-].[Na+]. The catalyst is C(Cl)Cl.C(O)C. The product is [N+:20]([C:23]1[CH:28]=[CH:27][C:26]([C:2]2[CH:7]=[CH:6][C:5]([S:8]([N:11]3[CH2:19][CH2:18][CH2:17][C@H:12]3[C:13]([O:15][CH3:16])=[O:14])(=[O:10])=[O:9])=[CH:4][CH:3]=2)=[CH:25][CH:24]=1)([O-:22])=[O:21]. The yield is 0.330. (3) The reactants are Br[C:2]1[CH:7]=[CH:6][C:5]([C:8]([CH3:11])([CH3:10])[CH3:9])=[CH:4][N:3]=1.[I-:12].[Na+].CN[C@@H]1CCCC[C@H]1NC. The catalyst is O1CCOCC1.[Cu](I)I. The product is [C:8]([C:5]1[CH:6]=[CH:7][C:2]([I:12])=[N:3][CH:4]=1)([CH3:11])([CH3:10])[CH3:9]. The yield is 0.890. (4) The reactants are C(O)(=O)/C=C/C(O)=O.[CH3:9][O:10][C:11]1[CH:12]=[C:13]([N:17]2[CH2:22][CH2:21][NH:20][CH2:19][CH2:18]2)[CH:14]=[N:15][CH:16]=1.C(=O)([O-])O.[Na+].[C:28]([O:32][C:33](O[C:33]([O:32][C:28]([CH3:31])([CH3:30])[CH3:29])=[O:34])=[O:34])([CH3:31])([CH3:30])[CH3:29]. The catalyst is ClCCl. The product is [C:28]([O:32][C:33]([N:20]1[CH2:19][CH2:18][N:17]([C:13]2[CH:14]=[N:15][CH:16]=[C:11]([O:10][CH3:9])[CH:12]=2)[CH2:22][CH2:21]1)=[O:34])([CH3:31])([CH3:30])[CH3:29]. The yield is 1.00. (5) The reactants are [C:1]([O:4][CH2:5][C:6]1[C:14]([CH2:15][C@@H:16]([CH2:22][C:23]([O:25][CH2:26][CH3:27])=[O:24])[C:17]([O:19][CH2:20][CH3:21])=[O:18])=[CH:13][C:12]([Br:28])=[C:11]2[C:7]=1[CH:8]=[N:9][NH:10]2)(=[O:3])[CH3:2].[Br:29]N1C(=O)CCC1=O. The catalyst is ClCCl. The product is [C:1]([O:4][CH2:5][C:6]1[C:14]([CH2:15][C@@H:16]([CH2:22][C:23]([O:25][CH2:26][CH3:27])=[O:24])[C:17]([O:19][CH2:20][CH3:21])=[O:18])=[CH:13][C:12]([Br:28])=[C:11]2[C:7]=1[C:8]([Br:29])=[N:9][NH:10]2)(=[O:3])[CH3:2]. The yield is 0.840.